Dataset: Catalyst prediction with 721,799 reactions and 888 catalyst types from USPTO. Task: Predict which catalyst facilitates the given reaction. Reactant: [K].C([O:9][C:10]1[CH:11]=[C:12]([CH:22]=[CH:23][C:24]=1[N:25]1[CH2:29][C:28](=[O:30])[NH:27][S:26]1(=[O:32])=[O:31])[CH2:13][CH:14]1[NH:20][C:19](=[O:21])[CH2:18][CH2:17][CH2:16][CH2:15]1)C1C=CC=CC=1. Product: [OH:9][C:10]1[CH:11]=[C:12]([CH:22]=[CH:23][C:24]=1[N:25]1[CH2:29][C:28](=[O:30])[NH:27][S:26]1(=[O:32])=[O:31])[CH2:13][CH:14]1[NH:20][C:19](=[O:21])[CH2:18][CH2:17][CH2:16][CH2:15]1. The catalyst class is: 748.